From a dataset of Catalyst prediction with 721,799 reactions and 888 catalyst types from USPTO. Predict which catalyst facilitates the given reaction. (1) Reactant: [NH2:1][C@H:2]1[CH2:8][O:7][CH2:6][CH2:5][N:4]([CH3:9])[C:3]1=[O:10].C(=O)([O-])[O-].[Cs+].[Cs+].Br[C:18]1[CH:22]=[C:21]([C:23]#[C:24][C:25]([CH3:28])([CH3:27])[CH3:26])[S:20][C:19]=1[C:29]([O:31][CH3:32])=[O:30].C1C=CC(P(C2C(C3C(P(C4C=CC=CC=4)C4C=CC=CC=4)=CC=C4C=3C=CC=C4)=C3C(C=CC=C3)=CC=2)C2C=CC=CC=2)=CC=1. Product: [CH3:26][C:25]([CH3:28])([CH3:27])[C:24]#[C:23][C:21]1[S:20][C:19]([C:29]([O:31][CH3:32])=[O:30])=[C:18]([NH:1][C@H:2]2[CH2:8][O:7][CH2:6][CH2:5][N:4]([CH3:9])[C:3]2=[O:10])[CH:22]=1. The catalyst class is: 231. (2) Reactant: Cl[C:2]1[N:7]=[CH:6][N:5]=[C:4]([NH:8][C:9]2[CH:17]=[CH:16][C:12]([C:13]([OH:15])=[O:14])=[CH:11][CH:10]=2)[CH:3]=1. Product: [N:7]1[CH:2]=[CH:3][C:4]([NH:8][C:9]2[CH:10]=[CH:11][C:12]([C:13]([OH:15])=[O:14])=[CH:16][CH:17]=2)=[N:5][CH:6]=1. The catalyst class is: 19. (3) Reactant: [C:1]([O:5][C:6](=[O:15])[NH:7][C@H:8]([CH:13]=[O:14])[CH2:9][CH2:10][CH2:11][CH3:12])([CH3:4])([CH3:3])[CH3:2].CC(C)(O)[C:18]#[N:19].C(N(CC)CC)C. Product: [C:1]([O:5][C:6](=[O:15])[NH:7][C@H:8]([CH:13]([C:18]#[N:19])[OH:14])[CH2:9][CH2:10][CH2:11][CH3:12])([CH3:2])([CH3:3])[CH3:4]. The catalyst class is: 363.